This data is from Full USPTO retrosynthesis dataset with 1.9M reactions from patents (1976-2016). The task is: Predict the reactants needed to synthesize the given product. (1) Given the product [CH:3]1([O:8][C:9]2[CH:14]=[CH:13][C:12]([N:15]3[CH:19]=[CH:18][N:17]([C@H:20]4[CH2:25][CH2:24][C@H:23]([O:26][CH2:37][CH2:36][N:34]([CH3:35])[CH3:33])[CH2:22][CH2:21]4)[C:16]3=[O:27])=[CH:11][CH:10]=2)[CH2:4][CH2:5][CH2:6][CH2:7]1, predict the reactants needed to synthesize it. The reactants are: [H-].[Na+].[CH:3]1([O:8][C:9]2[CH:14]=[CH:13][C:12]([N:15]3[CH:19]=[CH:18][N:17]([C@H:20]4[CH2:25][CH2:24][C@H:23]([OH:26])[CH2:22][CH2:21]4)[C:16]3=[O:27])=[CH:11][CH:10]=2)[CH2:7][CH2:6][CH2:5][CH2:4]1.CN(C=O)C.[CH3:33][N:34]([CH2:36][CH2:37]Cl)[CH3:35]. (2) The reactants are: Cl[S:2]([C:5]1[CH:25]=[CH:24][C:8]([O:9][C:10]2[C:15]([F:16])=[CH:14][C:13](/[CH:17]=[C:18](\[CH3:22])/[C:19]([OH:21])=[O:20])=[CH:12][C:11]=2[F:23])=[CH:7][CH:6]=1)(=[O:4])=[O:3].[NH3:26]. Given the product [F:23][C:11]1[CH:12]=[C:13](/[CH:17]=[C:18](\[CH3:22])/[C:19]([OH:21])=[O:20])[CH:14]=[C:15]([F:16])[C:10]=1[O:9][C:8]1[CH:24]=[CH:25][C:5]([S:2](=[O:4])(=[O:3])[NH2:26])=[CH:6][CH:7]=1, predict the reactants needed to synthesize it.